This data is from Forward reaction prediction with 1.9M reactions from USPTO patents (1976-2016). The task is: Predict the product of the given reaction. (1) Given the reactants [Br:1][C:2]1[S:3][C:4]([C:7]([C:9](=[CH:12]N(C)C)[C:10]#[N:11])=O)=[CH:5][CH:6]=1.Cl.[O:17]=[C:18]1[NH:22][CH2:21][CH2:20][N:19]1[CH2:23][CH2:24][NH:25][C:26]([NH2:28])=[NH:27].C(=O)([O-])[O-].[Cs+].[Cs+], predict the reaction product. The product is: [Br:1][C:2]1[S:3][C:4]([C:7]2[C:9]([C:10]#[N:11])=[CH:12][N:28]=[C:26]([NH:25][CH2:24][CH2:23][N:19]3[CH2:20][CH2:21][NH:22][C:18]3=[O:17])[N:27]=2)=[CH:5][CH:6]=1. (2) Given the reactants [NH2:1][C:2]1[C:11]2[C:6](=[CH:7][CH:8]=[CH:9][CH:10]=2)[C:5]([C:12]#N)=[CH:4][CH:3]=1.[OH-:14].[K+].[OH2:16], predict the reaction product. The product is: [NH2:1][C:2]1[C:11]2[C:6](=[CH:7][CH:8]=[CH:9][CH:10]=2)[C:5]([C:12]([OH:16])=[O:14])=[CH:4][CH:3]=1. (3) Given the reactants [NH2:1][S:2]([C:5]1[CH:10]=[CH:9][C:8]([N:11]2[C:19]3[C:18]4[CH:20]=[C:21]([NH:24][C:25](=[O:33])[C:26]5[CH:31]=[CH:30][CH:29]=[CH:28][C:27]=5[Cl:32])[CH:22]=[CH:23][C:17]=4[CH2:16][CH2:15][C:14]=3[C:13]([C:34]([NH2:36])=[O:35])=[N:12]2)=[CH:7][CH:6]=1)(=[O:4])=[O:3].C(N(CC)CC)C.[C:44](OC(=O)C)(=[O:46])[CH3:45], predict the reaction product. The product is: [C:44]([NH:1][S:2]([C:5]1[CH:10]=[CH:9][C:8]([N:11]2[C:19]3[C:18]4[CH:20]=[C:21]([NH:24][C:25](=[O:33])[C:26]5[CH:31]=[CH:30][CH:29]=[CH:28][C:27]=5[Cl:32])[CH:22]=[CH:23][C:17]=4[CH2:16][CH2:15][C:14]=3[C:13]([C:34]([NH2:36])=[O:35])=[N:12]2)=[CH:7][CH:6]=1)(=[O:4])=[O:3])(=[O:46])[CH3:45]. (4) The product is: [CH:11]([C:3]1[C:2]([C:19]2[CH:20]=[CH:21][C:16]([NH2:15])=[CH:17][CH:18]=2)=[C:6]2[CH:7]=[CH:8][CH:9]=[CH:10][N:5]2[N:4]=1)([CH3:13])[CH3:12]. Given the reactants I[C:2]1[C:3]([CH:11]([CH3:13])[CH3:12])=[N:4][N:5]2[CH:10]=[CH:9][CH:8]=[CH:7][C:6]=12.O.[NH2:15][C:16]1[CH:21]=[CH:20][C:19](B(O)O)=[CH:18][CH:17]=1.C(C1C(C2C=C(N)C=CC=2)=C2C=CC=CN2N=1)(C)C, predict the reaction product.